From a dataset of Full USPTO retrosynthesis dataset with 1.9M reactions from patents (1976-2016). Predict the reactants needed to synthesize the given product. The reactants are: [CH3:1][O:2][C:3]1[CH:4]=[C:5]2[C:10](=[CH:11][CH:12]=1)[C:9]([O:13][C:14]1[CH:19]=[CH:18][C:17]([O:20][CH2:21][CH2:22][N:23]3[CH2:28][CH2:27][CH2:26][CH2:25][CH2:24]3)=[CH:16][CH:15]=1)=[C:8](OS(C(F)(F)F)(=O)=O)[CH:7]=[CH:6]2.[F:37][C:38]1[C:43]([F:44])=[CH:42][CH:41]=[CH:40][C:39]=1B(O)O.[F-].[Cs+].C1(P(C2CCCCC2)C2CCCCC2)CCCCC1. Given the product [F:37][C:38]1[C:43]([F:44])=[CH:42][CH:41]=[CH:40][C:39]=1[C:8]1[CH:7]=[CH:6][C:5]2[C:10](=[CH:11][CH:12]=[C:3]([O:2][CH3:1])[CH:4]=2)[C:9]=1[O:13][C:14]1[CH:15]=[CH:16][C:17]([O:20][CH2:21][CH2:22][N:23]2[CH2:24][CH2:25][CH2:26][CH2:27][CH2:28]2)=[CH:18][CH:19]=1, predict the reactants needed to synthesize it.